Dataset: Forward reaction prediction with 1.9M reactions from USPTO patents (1976-2016). Task: Predict the product of the given reaction. (1) Given the reactants [O:1]1[C:5]2[CH:6]=[CH:7][C:8]([NH:10][C:11]3[C:16]([N+:17]([O-])=O)=[CH:15][CH:14]=[CH:13][N:12]=3)=[CH:9][C:4]=2[O:3][CH2:2]1.C(OCC)(=O)C.[H][H], predict the reaction product. The product is: [O:1]1[C:5]2[CH:6]=[CH:7][C:8]([NH:10][C:11]3[C:16]([NH2:17])=[CH:15][CH:14]=[CH:13][N:12]=3)=[CH:9][C:4]=2[O:3][CH2:2]1. (2) The product is: [CH3:1][O:2][C:3]1[CH:11]=[C:10]2[C:6]([C:7]([C:12](=[O:13])[C:14]3[CH:19]=[C:18]([O:20][CH3:21])[C:17]([O:22][CH3:23])=[C:16]([O:24][CH3:25])[CH:15]=3)=[CH:8][N:9]2[CH2:31][C:32]2([NH:40][C:41](=[O:42])[O:43][C:44]([CH3:47])([CH3:46])[CH3:45])[CH2:37][O:36][C:35]([CH3:38])([CH3:39])[O:34][CH2:33]2)=[CH:5][CH:4]=1. Given the reactants [CH3:1][O:2][C:3]1[CH:11]=[C:10]2[C:6]([C:7]([C:12]([C:14]3[CH:19]=[C:18]([O:20][CH3:21])[C:17]([O:22][CH3:23])=[C:16]([O:24][CH3:25])[CH:15]=3)=[O:13])=[CH:8][NH:9]2)=[CH:5][CH:4]=1.CS(O[CH2:31][C:32]1([NH:40][C:41]([O:43][C:44]([CH3:47])([CH3:46])[CH3:45])=[O:42])[CH2:37][O:36][C:35]([CH3:39])([CH3:38])[O:34][CH2:33]1)(=O)=O, predict the reaction product. (3) Given the reactants [CH3:1][O:2][C:3]1[CH:12]=[C:11]2[C:6]([C:7](=[O:13])[CH2:8][CH2:9][NH:10]2)=[CH:5][CH:4]=1.[CH3:14][C:15]([O:18][C:19](O[C:19]([O:18][C:15]([CH3:17])([CH3:16])[CH3:14])=[O:20])=[O:20])([CH3:17])[CH3:16].N#N, predict the reaction product. The product is: [C:15]([O:18][C:19]([N:10]1[C:11]2[C:6](=[CH:5][CH:4]=[C:3]([O:2][CH3:1])[CH:12]=2)[C:7](=[O:13])[CH2:8][CH2:9]1)=[O:20])([CH3:17])([CH3:16])[CH3:14]. (4) Given the reactants [F:1][C:2]1[CH:7]=[CH:6][C:5]([S:8]([N:11]2[CH2:16][CH2:15][CH:14]([C:17](=[O:25])[C:18]3[CH:23]=[CH:22][C:21]([F:24])=[CH:20][CH:19]=3)[CH2:13][CH2:12]2)(=[O:10])=[O:9])=[CH:4][CH:3]=1.[CH2:26](I)[CH3:27], predict the reaction product. The product is: [F:1][C:2]1[CH:7]=[CH:6][C:5]([S:8]([N:11]2[CH2:12][CH2:13][C:14]([C:17](=[O:25])[C:18]3[CH:19]=[CH:20][C:21]([F:24])=[CH:22][CH:23]=3)([CH2:26][CH3:27])[CH2:15][CH2:16]2)(=[O:9])=[O:10])=[CH:4][CH:3]=1. (5) Given the reactants ClC(OCC(C)C)=O.[CH2:9]([O:11][C:12]([C:14]1([C:19]([OH:21])=O)[CH2:17][C:16](=[O:18])[CH2:15]1)=[O:13])[CH3:10].[CH3:22][N:23]1CCOCC1.CN, predict the reaction product. The product is: [CH2:9]([O:11][C:12]([C:14]1([C:19](=[O:21])[NH:23][CH3:22])[CH2:17][C:16](=[O:18])[CH2:15]1)=[O:13])[CH3:10].